From a dataset of Reaction yield outcomes from USPTO patents with 853,638 reactions. Predict the reaction yield, written as a fraction of the theoretical maximum amount of product (1.0 means a 100% yield; for example, 0.34 means a 34% yield). The reactants are [CH3:1][O:2][C:3](=[O:21])[C:4]([CH3:20])([N+:17]([O-])=O)[CH2:5][C:6]1[C:14]2[C:9](=[CH:10][CH:11]=[C:12]([O:15][CH3:16])[CH:13]=2)[NH:8][CH:7]=1. The catalyst is CO. The product is [CH3:1][O:2][C:3](=[O:21])[C:4]([NH2:17])([CH3:20])[CH2:5][C:6]1[C:14]2[C:9](=[CH:10][CH:11]=[C:12]([O:15][CH3:16])[CH:13]=2)[NH:8][CH:7]=1. The yield is 0.900.